This data is from Peptide-MHC class I binding affinity with 185,985 pairs from IEDB/IMGT. The task is: Regression. Given a peptide amino acid sequence and an MHC pseudo amino acid sequence, predict their binding affinity value. This is MHC class I binding data. (1) The peptide sequence is RQIRMTSTI. The MHC is HLA-B15:42 with pseudo-sequence HLA-B15:42. The binding affinity (normalized) is 0.213. (2) The MHC is HLA-B15:01 with pseudo-sequence HLA-B15:01. The peptide sequence is RPAPGAAGP. The binding affinity (normalized) is 0.0878. (3) The peptide sequence is LHSTYFPCF. The MHC is HLA-B27:05 with pseudo-sequence HLA-B27:05. The binding affinity (normalized) is 0.201. (4) The peptide sequence is NLVPMVATV. The MHC is HLA-A03:01 with pseudo-sequence HLA-A03:01. The binding affinity (normalized) is 0. (5) The peptide sequence is QYGSFCTQL. The MHC is HLA-A23:01 with pseudo-sequence HLA-A23:01. The binding affinity (normalized) is 0. (6) The peptide sequence is SLGKSPLPSL. The MHC is HLA-A02:03 with pseudo-sequence HLA-A02:03. The binding affinity (normalized) is 0.644. (7) The peptide sequence is FLEESHPGI. The MHC is HLA-A24:02 with pseudo-sequence HLA-A24:02. The binding affinity (normalized) is 0.0377. (8) The peptide sequence is KFRRFTQAI. The MHC is HLA-B57:01 with pseudo-sequence HLA-B57:01. The binding affinity (normalized) is 0.0847. (9) The peptide sequence is SSEADCFTY. The MHC is HLA-A02:03 with pseudo-sequence HLA-A02:03. The binding affinity (normalized) is 0.0847. (10) The peptide sequence is RLVVDFSQF. The MHC is Patr-A0301 with pseudo-sequence Patr-A0301. The binding affinity (normalized) is 0.120.